From a dataset of Catalyst prediction with 721,799 reactions and 888 catalyst types from USPTO. Predict which catalyst facilitates the given reaction. Reactant: [CH2:1]([O:3][C:4]1[CH:9]=[CH:8][C:7]([S:10]([NH:13][C@H:14]([C:17]2[CH:22]=[CH:21][CH:20]=[CH:19][CH:18]=2)[CH2:15][CH3:16])(=[O:12])=[O:11])=[CH:6][CH:5]=1)[CH3:2].Br[CH2:24][C:25]1[CH:32]=[CH:31][C:28]([C:29]#[N:30])=[CH:27][CH:26]=1.C([O-])([O-])=O.[K+].[K+]. Product: [C:29]([C:28]1[CH:31]=[CH:32][C:25]([CH2:24][N:13]([C@H:14]([C:17]2[CH:22]=[CH:21][CH:20]=[CH:19][CH:18]=2)[CH2:15][CH3:16])[S:10]([C:7]2[CH:6]=[CH:5][C:4]([O:3][CH2:1][CH3:2])=[CH:9][CH:8]=2)(=[O:12])=[O:11])=[CH:26][CH:27]=1)#[N:30]. The catalyst class is: 3.